From a dataset of NCI-60 drug combinations with 297,098 pairs across 59 cell lines. Regression. Given two drug SMILES strings and cell line genomic features, predict the synergy score measuring deviation from expected non-interaction effect. Drug 1: CC1=C(C=C(C=C1)C(=O)NC2=CC(=CC(=C2)C(F)(F)F)N3C=C(N=C3)C)NC4=NC=CC(=N4)C5=CN=CC=C5. Drug 2: N.N.Cl[Pt+2]Cl. Cell line: 786-0. Synergy scores: CSS=57.5, Synergy_ZIP=0.285, Synergy_Bliss=1.37, Synergy_Loewe=-1.28, Synergy_HSA=0.747.